This data is from Ames mutagenicity test results for genotoxicity prediction. The task is: Regression/Classification. Given a drug SMILES string, predict its toxicity properties. Task type varies by dataset: regression for continuous values (e.g., LD50, hERG inhibition percentage) or binary classification for toxic/non-toxic outcomes (e.g., AMES mutagenicity, cardiotoxicity, hepatotoxicity). Dataset: ames. (1) The drug is OC1C=Cc2c(ccc3cc4ccccc4cc23)C1O. The result is 1 (mutagenic). (2) The result is 1 (mutagenic). The drug is O=[N+]([O-])c1ccc2c(c1)[C@H](O)c1ccccc1-2. (3) The molecule is Cn1c2ccccc2c2ccc([N+](=O)[O-])cc21. The result is 1 (mutagenic). (4) The compound is CC(=O)OC1Cc2c3ccc4ccccc4c3cc3ccc(C)c1c23. The result is 1 (mutagenic). (5) The drug is C=C(C)C(=O)OCCCCCCOC(=O)C(=C)C. The result is 0 (non-mutagenic). (6) The drug is O=[N+]([O-])c1cc2c3c(ccc2c2ccccc12)[C@@H](O)[C@H](O)C=C3. The result is 1 (mutagenic). (7) The drug is CCCCC1C(=O)N(c2ccccc2)N(c2ccc(O)cc2)C1=O. The result is 1 (mutagenic). (8) The molecule is O=C1c2cccc(O)c2C(=O)c2cccc(O)c21. The result is 1 (mutagenic).